From a dataset of Retrosynthesis with 50K atom-mapped reactions and 10 reaction types from USPTO. Predict the reactants needed to synthesize the given product. (1) Given the product CC(C)N(Cc1ccccc1)c1cc(Cl)cc(C(=O)O)c1, predict the reactants needed to synthesize it. The reactants are: COC(=O)c1cc(Cl)cc(N(Cc2ccccc2)C(C)C)c1. (2) Given the product Nc1ccc2c(Br)cn(S(=O)(=O)c3ccccc3)c2c1, predict the reactants needed to synthesize it. The reactants are: O=[N+]([O-])c1ccc2c(Br)cn(S(=O)(=O)c3ccccc3)c2c1. (3) Given the product ClCCCOc1ccc(-c2ccccc2)cc1, predict the reactants needed to synthesize it. The reactants are: ClCCCBr.Oc1ccc(-c2ccccc2)cc1. (4) The reactants are: O=C(NC1CCCCC1)C1CC2(CC2)CN1Cc1ccccc1. Given the product O=C(NC1CCCCC1)C1CC2(CC2)CN1, predict the reactants needed to synthesize it. (5) Given the product COc1cccc(Cl)c1C#N, predict the reactants needed to synthesize it. The reactants are: C[O-].N#Cc1c(F)cccc1Cl.